The task is: Predict which catalyst facilitates the given reaction.. This data is from Catalyst prediction with 721,799 reactions and 888 catalyst types from USPTO. (1) Reactant: [CH:1]([O:4][C:5]([N:7]1[CH2:12][CH2:11][CH:10]([O:13][C:14]2[CH:19]=[C:18]([O:20][C:21]3[CH:26]=[CH:25][C:24]([S:27]([CH3:30])(=[O:29])=[O:28])=[CH:23][C:22]=3[F:31])[N:17]=[CH:16][N:15]=2)[CH2:9][CH2:8]1)=[O:6])([CH3:3])[CH3:2].C1C(=O)N([Br:39])C(=O)C1. Product: [CH:1]([O:4][C:5]([N:7]1[CH2:12][CH2:11][CH:10]([O:13][C:14]2[C:19]([Br:39])=[C:18]([O:20][C:21]3[CH:26]=[CH:25][C:24]([S:27]([CH3:30])(=[O:29])=[O:28])=[CH:23][C:22]=3[F:31])[N:17]=[CH:16][N:15]=2)[CH2:9][CH2:8]1)=[O:6])([CH3:3])[CH3:2]. The catalyst class is: 15. (2) Reactant: [O:1]=[C:2]1[NH:7][C:6]2[CH:8]=[C:9]([C:11]3[CH:16]=[CH:15][CH:14]=[CH:13][CH:12]=3)[S:10][C:5]=2[C:4](=[O:17])[N:3]1[CH:18]1[CH2:23][CH2:22][N:21]([C:24]([O:26][C:27]([CH3:30])([CH3:29])[CH3:28])=[O:25])[CH2:20][CH2:19]1.Cl.Cl[CH2:33][C:34]1[N:35]([CH3:39])[CH:36]=[CH:37][N:38]=1.C(=O)([O-])[O-].[K+].[K+]. Product: [CH3:39][N:35]1[CH:36]=[CH:37][N:38]=[C:34]1[CH2:33][N:7]1[C:6]2[CH:8]=[C:9]([C:11]3[CH:16]=[CH:15][CH:14]=[CH:13][CH:12]=3)[S:10][C:5]=2[C:4](=[O:17])[N:3]([CH:18]2[CH2:23][CH2:22][N:21]([C:24]([O:26][C:27]([CH3:30])([CH3:29])[CH3:28])=[O:25])[CH2:20][CH2:19]2)[C:2]1=[O:1]. The catalyst class is: 3. (3) Reactant: [C:1]([C:3]1[C:4]([N:15]2[CH2:20][CH2:19][C:18]([CH3:24])([C:21]([OH:23])=O)[CH2:17][CH2:16]2)=[N:5][C:6]([CH3:14])=[C:7]([C:9]([O:11][CH2:12][CH3:13])=[O:10])[CH:8]=1)#[N:2].CCN=C=NCCCN(C)C.C1C=CC2N(O)N=NC=2C=1.[Cl:46][C:47]1[S:51][C:50]([S:52]([NH2:55])(=[O:54])=[O:53])=[CH:49][CH:48]=1.CCN(C(C)C)C(C)C. Product: [Cl:46][C:47]1[S:51][C:50]([S:52]([NH:55][C:21]([C:18]2([CH3:24])[CH2:19][CH2:20][N:15]([C:4]3[C:3]([C:1]#[N:2])=[CH:8][C:7]([C:9]([O:11][CH2:12][CH3:13])=[O:10])=[C:6]([CH3:14])[N:5]=3)[CH2:16][CH2:17]2)=[O:23])(=[O:54])=[O:53])=[CH:49][CH:48]=1. The catalyst class is: 2. (4) Reactant: [O:1]1[C:3]2([CH2:8][CH2:7][N:6]([C:9]([O:11][C:12]([CH3:15])([CH3:14])[CH3:13])=[O:10])[CH2:5][CH2:4]2)[CH2:2]1.[N-:16]=[N+:17]=[N-:18].[Na+]. Product: [N:16]([CH2:2][C:3]1([OH:1])[CH2:8][CH2:7][N:6]([C:9]([O:11][C:12]([CH3:15])([CH3:14])[CH3:13])=[O:10])[CH2:5][CH2:4]1)=[N+:17]=[N-:18]. The catalyst class is: 38. (5) Reactant: [N:1]([CH2:4][C:5]1[C:6]([CH3:21])=[N:7][C:8]([O:19][CH3:20])=[CH:9][C:10]=1[O:11]CC1C=CC=CC=1)=[N+]=[N-]. Product: [NH2:1][CH2:4][C:5]1[C:6]([CH3:21])=[N:7][C:8]([O:19][CH3:20])=[CH:9][C:10]=1[OH:11]. The catalyst class is: 43. (6) Reactant: C([N:8]1[CH2:14][CH:13]2[N:15]([C:16]([O:18][C:19]([CH3:22])([CH3:21])[CH3:20])=[O:17])[CH:10]([CH2:11][CH2:12]2)[CH2:9]1)C1C=CC=CC=1. Product: [CH:10]12[N:15]([C:16]([O:18][C:19]([CH3:22])([CH3:21])[CH3:20])=[O:17])[CH:13]([CH2:12][CH2:11]1)[CH2:14][NH:8][CH2:9]2. The catalyst class is: 5. (7) Reactant: [CH3:1][O:2][C:3]1[CH:8]=[CH:7][C:6]([NH2:9])=[CH:5][CH:4]=1.[CH3:10][O:11][C:12]1[CH:13]=[C:14]([CH:19]=[CH:20][CH:21]=1)[C:15](=[O:18])[CH2:16]Br.C(N(CC)CC)C. Product: [CH3:10][O:11][C:12]1[CH:13]=[C:14]([C:15](=[O:18])[CH2:16][NH:9][C:6]2[CH:7]=[CH:8][C:3]([O:2][CH3:1])=[CH:4][CH:5]=2)[CH:19]=[CH:20][CH:21]=1. The catalyst class is: 3. (8) Reactant: B(Br)(Br)Br.C[O:6][CH2:7][C:8]1([C:17]2[CH:22]=[CH:21][CH:20]=[C:19]([O:23]C)[CH:18]=2)[CH2:14][CH2:13][CH2:12][CH2:11][N:10]([CH3:15])[C:9]1=[O:16]. Product: [OH:6][CH2:7][C:8]1([C:17]2[CH:22]=[CH:21][CH:20]=[C:19]([OH:23])[CH:18]=2)[CH2:14][CH2:13][CH2:12][CH2:11][N:10]([CH3:15])[C:9]1=[O:16]. The catalyst class is: 2.